From a dataset of Full USPTO retrosynthesis dataset with 1.9M reactions from patents (1976-2016). Predict the reactants needed to synthesize the given product. (1) Given the product [CH3:25][N:2]([CH3:1])[S:3]([N:6]1[C:10]([CH:28]=[O:29])=[CH:9][N:8]=[C:7]1[Si:18]([C:21]([CH3:23])([CH3:24])[CH3:22])([CH3:19])[CH3:20])(=[O:5])=[O:4], predict the reactants needed to synthesize it. The reactants are: [CH3:1][N:2]([CH3:25])[S:3]([N:6]1[C:10](SC2C=CC=CC=2)=[CH:9][N:8]=[C:7]1[Si:18]([C:21]([CH3:24])([CH3:23])[CH3:22])([CH3:20])[CH3:19])(=[O:5])=[O:4].C1C[O:29][CH2:28]C1. (2) Given the product [C:6]1([C:4]2[C:3]3[C:2](=[CH:15][CH:14]=[CH:13][CH:12]=3)[N:1]=[C:16]([C:19]3[S:23][C:22]([CH2:24][C:25]([O:27][CH3:28])=[O:26])=[CH:21][CH:20]=3)[CH:17]=2)[CH:11]=[CH:10][CH:9]=[CH:8][CH:7]=1, predict the reactants needed to synthesize it. The reactants are: [NH2:1][C:2]1[CH:15]=[CH:14][CH:13]=[CH:12][C:3]=1[C:4]([C:6]1[CH:11]=[CH:10][CH:9]=[CH:8][CH:7]=1)=O.[C:16]([C:19]1[S:23][C:22]([CH2:24][C:25]([O:27][CH3:28])=[O:26])=[CH:21][CH:20]=1)(=O)[CH3:17].C(O)(=O)CC(CC(O)=O)(C(O)=O)O.C(OCC)(=O)C.CCCCCCC. (3) Given the product [CH3:39][N:40]([CH3:45])[CH2:41][CH2:42][N:43]([CH3:44])[C:3](=[O:38])[C:4]1[CH:9]=[C:8]([C:10]2[CH:11]=[C:12]3[C:18]([C:19]4[CH:24]=[CH:23][CH:22]=[CH:21][C:20]=4[O:25][CH3:26])=[CH:17][NH:16][C:13]3=[N:14][CH:15]=2)[CH:7]=[CH:6][C:5]=1[OH:37], predict the reactants needed to synthesize it. The reactants are: CO[C:3](=[O:38])[C:4]1[CH:9]=[C:8]([C:10]2[CH:11]=[C:12]3[C:18]([C:19]4[CH:24]=[CH:23][CH:22]=[CH:21][C:20]=4[O:25][CH3:26])=[CH:17][N:16](S(C4C=CC(C)=CC=4)(=O)=O)[C:13]3=[N:14][CH:15]=2)[CH:7]=[CH:6][C:5]=1[OH:37].[CH3:39][N:40]([CH3:45])[CH2:41][CH2:42][NH:43][CH3:44].N=C=N.CN(C=O)C. (4) The reactants are: [CH2:1]([N:8]1[C:12](=[O:13])[C:11]2([C:21]3[CH:20]=[C:19]([Br:22])[S:18][C:17]=3[CH2:16][CH2:15][CH2:14]2)[N:10]=[C:9]1SCC1C=CC=CC=1)[C:2]1[CH:7]=[CH:6][CH:5]=[CH:4][CH:3]=1.[I-].[NH4+:32]. Given the product [NH2:32][C:9]1[N:8]([CH2:1][C:2]2[CH:7]=[CH:6][CH:5]=[CH:4][CH:3]=2)[C:12](=[O:13])[C:11]2([C:21]3[CH:20]=[C:19]([Br:22])[S:18][C:17]=3[CH2:16][CH2:15][CH2:14]2)[N:10]=1, predict the reactants needed to synthesize it. (5) Given the product [CH3:11][NH:12][CH2:2][C:3]1[CH:8]=[CH:7][C:6]([C:9]#[N:10])=[CH:5][CH:4]=1, predict the reactants needed to synthesize it. The reactants are: Br[CH2:2][C:3]1[CH:8]=[CH:7][C:6]([C:9]#[N:10])=[CH:5][CH:4]=1.[CH3:11][NH2:12]. (6) Given the product [NH2:15][C:7]1[CH:8]=[CH:9][C:4]([CH:1]([CH3:3])[CH3:2])=[C:5]([OH:11])[CH:6]=1, predict the reactants needed to synthesize it. The reactants are: [CH:1]([C:4]1[CH:9]=[CH:8][C:7](C)=[CH:6][C:5]=1[OH:11])([CH3:3])[CH3:2].C([O-])=O.[NH4+:15]. (7) Given the product [CH3:15][O:19][N:20]([CH3:21])[C:9]([C:3]1[C:2]([NH2:1])=[N:7][CH:6]=[C:5]([Br:8])[N:4]=1)=[O:11], predict the reactants needed to synthesize it. The reactants are: [NH2:1][C:2]1[C:3]([C:9]([OH:11])=O)=[N:4][C:5]([Br:8])=[CH:6][N:7]=1.CN([C:15]([O:19][N:20]1N=NC2C=CC=N[C:21]1=2)=[N+](C)C)C.F[P-](F)(F)(F)(F)F.C(N(C(C)C)CC)(C)C.Cl.CONC.